This data is from Catalyst prediction with 721,799 reactions and 888 catalyst types from USPTO. The task is: Predict which catalyst facilitates the given reaction. (1) Reactant: [CH3:1][C:2]1[C:6]([C:7]2[C:8](=[O:33])[NH:9][C:10](=[O:32])[N:11]([CH2:13][CH2:14][CH2:15][N:16]3[CH2:21][C@H:20]4[C@:18]([C:22]5[CH:27]=[CH:26][C:25]([C:28]([F:31])([F:30])[F:29])=[CH:24][CH:23]=5)([CH2:19]4)[CH2:17]3)[CH:12]=2)=[C:5]([CH3:34])[O:4][N:3]=1.[ClH:35]. Product: [ClH:35].[CH3:1][C:2]1[C:6]([C:7]2[C:8](=[O:33])[NH:9][C:10](=[O:32])[N:11]([CH2:13][CH2:14][CH2:15][N:16]3[CH2:21][C@H:20]4[C@:18]([C:22]5[CH:27]=[CH:26][C:25]([C:28]([F:31])([F:30])[F:29])=[CH:24][CH:23]=5)([CH2:19]4)[CH2:17]3)[CH:12]=2)=[C:5]([CH3:34])[O:4][N:3]=1. The catalyst class is: 12. (2) Reactant: [CH3:1][C:2]#[N:3].[Li]CCCC.C[O:10][C:11](=O)[CH2:12][CH:13]1[CH2:18][CH2:17][N:16]([C:19]([O:21][C:22]([CH3:25])([CH3:24])[CH3:23])=[O:20])[CH2:15][CH2:14]1.Cl. Product: [C:2]([CH2:1][C:11](=[O:10])[CH2:12][CH:13]1[CH2:18][CH2:17][N:16]([C:19]([O:21][C:22]([CH3:24])([CH3:23])[CH3:25])=[O:20])[CH2:15][CH2:14]1)#[N:3]. The catalyst class is: 1. (3) Reactant: [CH3:1][C:2]1([C:22](OC)=[O:23])[CH2:7][N:6]([C:8]([O:10][C:11]([CH3:14])([CH3:13])[CH3:12])=[O:9])[CH2:5][CH2:4][N:3]1[C:15]([O:17][C:18]([CH3:21])([CH3:20])[CH3:19])=[O:16].[H-].[H-].[H-].[H-].[Li+].[Al+3]. Product: [OH:23][CH2:22][C:2]1([CH3:1])[CH2:7][N:6]([C:8]([O:10][C:11]([CH3:13])([CH3:14])[CH3:12])=[O:9])[CH2:5][CH2:4][N:3]1[C:15]([O:17][C:18]([CH3:21])([CH3:20])[CH3:19])=[O:16]. The catalyst class is: 1.